Regression. Given a peptide amino acid sequence and an MHC pseudo amino acid sequence, predict their binding affinity value. This is MHC class I binding data. From a dataset of Peptide-MHC class I binding affinity with 185,985 pairs from IEDB/IMGT. (1) The peptide sequence is THLHTDNGANF. The MHC is Mamu-A07 with pseudo-sequence Mamu-A07. The binding affinity (normalized) is 0. (2) The peptide sequence is IGVVITWIGM. The MHC is HLA-A32:01 with pseudo-sequence HLA-A32:01. The binding affinity (normalized) is 0.178. (3) The peptide sequence is LTHGADPNA. The MHC is HLA-A02:02 with pseudo-sequence HLA-A02:02. The binding affinity (normalized) is 0.0874. (4) The peptide sequence is KPKALSEAF. The MHC is HLA-A02:11 with pseudo-sequence HLA-A02:11. The binding affinity (normalized) is 0.0847. (5) The peptide sequence is RRQGNIYPK. The MHC is HLA-A02:06 with pseudo-sequence HLA-A02:06. The binding affinity (normalized) is 0.